Task: Predict the product of the given reaction.. Dataset: Forward reaction prediction with 1.9M reactions from USPTO patents (1976-2016) (1) Given the reactants [CH:1]1([NH:4][C:5](=[O:18])[C:6]2[CH:11]=[CH:10][CH:9]=[C:8]([C:12]3[CH2:13][CH2:14][NH:15][CH2:16][CH:17]=3)[N:7]=2)[CH2:3][CH2:2]1.[F:19][C:20]([F:35])([F:34])[C:21]([C:23]1[CH:28]=[CH:27][C:26]([O:29][C:30]([F:33])([F:32])[F:31])=[CH:25][CH:24]=1)=O.C(N(CC)CC)C.C([BH3-])#N.[Na+], predict the reaction product. The product is: [CH:1]1([NH:4][C:5]([C:6]2[N:7]=[C:8]([C:12]3[CH2:13][CH2:14][N:15]([CH:21]([C:23]4[CH:24]=[CH:25][C:26]([O:29][C:30]([F:31])([F:32])[F:33])=[CH:27][CH:28]=4)[C:20]([F:35])([F:34])[F:19])[CH2:16][CH:17]=3)[CH:9]=[CH:10][CH:11]=2)=[O:18])[CH2:3][CH2:2]1. (2) The product is: [C:1]([O:5][CH2:6][CH2:7][O:8][N:24]1[C:32](=[O:33])[C:31]2[C:26](=[CH:27][CH:28]=[CH:29][CH:30]=2)[C:25]1=[O:34])([CH3:4])([CH3:3])[CH3:2]. Given the reactants [C:1]([O:5][CH2:6][CH2:7][OH:8])([CH3:4])([CH3:3])[CH3:2].N(C(OC(C)C)=O)=NC(OC(C)C)=O.O[N:24]1[C:32](=[O:33])[C:31]2[C:26](=[CH:27][CH:28]=[CH:29][CH:30]=2)[C:25]1=[O:34], predict the reaction product. (3) Given the reactants [F:1][CH2:2][C:3]1([CH3:13])[CH2:12][CH2:11][C:6]2(OCC[O:7]2)[CH2:5][CH2:4]1, predict the reaction product. The product is: [F:1][CH2:2][C:3]1([CH3:13])[CH2:12][CH2:11][C:6](=[O:7])[CH2:5][CH2:4]1. (4) The product is: [CH3:1][N:2]([CH2:3][C:4]1[O:5][C:6]2[CH:13]=[CH:12][CH:11]=[CH:10][C:7]=2[C:8]=1[CH3:9])[C:14](=[O:17])[CH:15]=[CH2:16]. Given the reactants [CH3:1][NH:2][CH2:3][C:4]1[O:5][C:6]2[CH:13]=[CH:12][CH:11]=[CH:10][C:7]=2[C:8]=1[CH3:9].[C:14](Cl)(=[O:17])[CH:15]=[CH2:16].C(N(CC)CC)C, predict the reaction product.